This data is from NCI-60 drug combinations with 297,098 pairs across 59 cell lines. The task is: Regression. Given two drug SMILES strings and cell line genomic features, predict the synergy score measuring deviation from expected non-interaction effect. (1) Cell line: SK-MEL-5. Drug 2: C(CCl)NC(=O)N(CCCl)N=O. Synergy scores: CSS=11.1, Synergy_ZIP=-5.04, Synergy_Bliss=-0.582, Synergy_Loewe=-2.83, Synergy_HSA=-0.220. Drug 1: C1C(C(OC1N2C=C(C(=O)NC2=O)F)CO)O. (2) Drug 1: C1CC(=O)NC(=O)C1N2CC3=C(C2=O)C=CC=C3N. Drug 2: CC1=C(N=C(N=C1N)C(CC(=O)N)NCC(C(=O)N)N)C(=O)NC(C(C2=CN=CN2)OC3C(C(C(C(O3)CO)O)O)OC4C(C(C(C(O4)CO)O)OC(=O)N)O)C(=O)NC(C)C(C(C)C(=O)NC(C(C)O)C(=O)NCCC5=NC(=CS5)C6=NC(=CS6)C(=O)NCCC[S+](C)C)O. Cell line: EKVX. Synergy scores: CSS=4.36, Synergy_ZIP=-2.15, Synergy_Bliss=-0.539, Synergy_Loewe=-0.585, Synergy_HSA=-0.572. (3) Drug 2: CC(C)(C#N)C1=CC(=CC(=C1)CN2C=NC=N2)C(C)(C)C#N. Synergy scores: CSS=0.0930, Synergy_ZIP=1.95, Synergy_Bliss=2.48, Synergy_Loewe=-0.00433, Synergy_HSA=-0.00431. Drug 1: CC1=CC2C(CCC3(C2CCC3(C(=O)C)OC(=O)C)C)C4(C1=CC(=O)CC4)C. Cell line: SK-MEL-2. (4) Drug 1: CNC(=O)C1=CC=CC=C1SC2=CC3=C(C=C2)C(=NN3)C=CC4=CC=CC=N4. Synergy scores: CSS=-4.55, Synergy_ZIP=0.770, Synergy_Bliss=-3.04, Synergy_Loewe=-4.85, Synergy_HSA=-5.06. Cell line: NCI/ADR-RES. Drug 2: CC1C(C(CC(O1)OC2CC(CC3=C2C(=C4C(=C3O)C(=O)C5=C(C4=O)C(=CC=C5)OC)O)(C(=O)C)O)N)O.Cl.